From a dataset of Reaction yield outcomes from USPTO patents with 853,638 reactions. Predict the reaction yield, written as a fraction of the theoretical maximum amount of product (1.0 means a 100% yield; for example, 0.34 means a 34% yield). (1) The reactants are CC([O-])(C)C.[K+].[I:7][C:8]1[CH:13]=[N:12][NH:11][C:10](=[O:14])[CH:9]=1.CS(O[C@H:20]([C:30]1[CH:35]=[CH:34][C:33]([Cl:36])=[C:32]([F:37])[CH:31]=1)[CH2:21][O:22][Si:23]([C:26]([CH3:29])([CH3:28])[CH3:27])([CH3:25])[CH3:24])(=O)=O. The catalyst is C1COCC1.[I-].C([N+](CCCC)(CCCC)CCCC)CCC. The product is [Si:23]([O:22][CH2:21][C@@H:20]([N:11]1[C:10](=[O:14])[CH:9]=[C:8]([I:7])[CH:13]=[N:12]1)[C:30]1[CH:35]=[CH:34][C:33]([Cl:36])=[C:32]([F:37])[CH:31]=1)([C:26]([CH3:28])([CH3:29])[CH3:27])([CH3:25])[CH3:24]. The yield is 0.630. (2) The reactants are CC(C)(C)OC([NH:6][CH2:7][C:8]1[CH:9]=[CH:10][C:11]2[CH2:18][CH:17]([CH3:19])[O:16][CH2:15][CH2:14][N:13]([C:20]3[CH:25]=[CH:24][CH:23]=[CH:22][CH:21]=3)[C:12]=2[CH:26]=1)=O.C(O)(C(F)(F)F)=O. The catalyst is O. The product is [CH3:19][CH:17]1[CH2:18][C:11]2[CH:10]=[CH:9][C:8]([CH2:7][NH2:6])=[CH:26][C:12]=2[N:13]([C:20]2[CH:25]=[CH:24][CH:23]=[CH:22][CH:21]=2)[CH2:14][CH2:15][O:16]1. The yield is 0.600. (3) The reactants are Br[CH2:2][C:3]([C:5]1[C:6]([Br:19])=[N:7][N:8]([CH2:10][C:11]2[CH:16]=[CH:15][C:14]([O:17][CH3:18])=[CH:13][CH:12]=2)[CH:9]=1)=O.[N:20]1[CH:25]=[CH:24][CH:23]=[N:22][C:21]=1[NH:26][C:27]([NH2:29])=[S:28]. The catalyst is CCO. The product is [Br:19][C:6]1[C:5]([C:3]2[N:29]=[C:27]([NH:26][C:21]3[N:22]=[CH:23][CH:24]=[CH:25][N:20]=3)[S:28][CH:2]=2)=[CH:9][N:8]([CH2:10][C:11]2[CH:16]=[CH:15][C:14]([O:17][CH3:18])=[CH:13][CH:12]=2)[N:7]=1. The yield is 0.420. (4) The reactants are Cl[C:2]1[CH:3]=[C:4]([CH:7]=[CH:8][C:9]=1[NH2:10])[O:5][CH3:6].[C:11]([O:14]C(=O)C)(=O)[CH3:12].CCCCCC.C(Cl)[Cl:25]. No catalyst specified. The product is [Cl:25][C:3]1[CH:2]=[C:9]([NH:10][C:11](=[O:14])[CH3:12])[CH:8]=[CH:7][C:4]=1[O:5][CH3:6]. The yield is 0.890. (5) The reactants are [CH3:1][O:2][C:3](=[O:28])[CH2:4][C:5]1[CH:9]=[C:8]([C:10]([C:12]2[CH:20]=[C:19]3[C:15]([CH:16]=[C:17]([C:21]4[CH:26]=[CH:25][CH:24]=[CH:23][CH:22]=4)[NH:18]3)=[CH:14][CH:13]=2)=[O:11])[S:7][C:6]=1[Br:27].Br[CH2:30][CH2:31][CH2:32][CH2:33][NH:34][CH:35]1[C:43](=[O:44])[C:42]2[C:37](=[CH:38][CH:39]=[CH:40][CH:41]=2)[C:36]1=[O:45]. The catalyst is CC#N. The product is [Br:27][C:6]1[S:7][C:8]([C:10]([C:12]2[CH:20]=[C:19]3[C:15]([CH:16]=[C:17]([C:21]4[CH:26]=[CH:25][CH:24]=[CH:23][CH:22]=4)[N:18]3[CH2:30][CH2:31][CH2:32][CH2:33][NH:34][CH:35]3[C:36](=[O:45])[C:37]4[C:42](=[CH:41][CH:40]=[CH:39][CH:38]=4)[C:43]3=[O:44])=[CH:14][CH:13]=2)=[O:11])=[CH:9][C:5]=1[CH2:4][C:3]([O:2][CH3:1])=[O:28]. The yield is 0.420. (6) The reactants are COC1C=CC(C[N:8](CC2C=CC(OC)=CC=2)[C:9]2[N:14]=[C:13]([CH3:15])[N:12]=[C:11]([C:16]3[CH:17]=[C:18]([C@@H:32]([N:34]4[CH2:39][CH2:38][N:37](C(OC(C)(C)C)=O)[CH2:36][C@@H:35]4[CH3:47])[CH3:33])[CH:19]=[N:20][C:21]=3[NH:22][C:23]3[CH:24]=[N:25][C:26]([O:30][CH3:31])=[C:27]([F:29])[CH:28]=3)[N:10]=2)=CC=1.C(O)(C(F)(F)F)=O.CCN(CC)CC.[CH3:73][S:74](Cl)(=[O:76])=[O:75]. The catalyst is C(Cl)Cl. The product is [F:29][C:27]1[CH:28]=[C:23]([NH:22][C:21]2[C:16]([C:11]3[N:12]=[C:13]([CH3:15])[N:14]=[C:9]([NH2:8])[N:10]=3)=[CH:17][C:18]([C@@H:32]([N:34]3[CH2:39][CH2:38][N:37]([S:74]([CH3:73])(=[O:76])=[O:75])[CH2:36][C@@H:35]3[CH3:47])[CH3:33])=[CH:19][N:20]=2)[CH:24]=[N:25][C:26]=1[O:30][CH3:31]. The yield is 0.429. (7) The reactants are [Cl:1][C:2]1[CH:12]=[CH:11][C:5]([C:6](OCC)=[O:7])=[C:4]([O:13][CH2:14][CH3:15])[CH:3]=1.[H-].C([Al+]CC(C)C)C(C)C.CO.[C@H](O)(C([O-])=O)[C@@H](O)C([O-])=O.[Na+].[K+]. The yield is 0.960. The product is [Cl:1][C:2]1[CH:12]=[CH:11][C:5]([CH2:6][OH:7])=[C:4]([O:13][CH2:14][CH3:15])[CH:3]=1. The catalyst is O1CCCC1.C1(C)C=CC=CC=1.